This data is from Forward reaction prediction with 1.9M reactions from USPTO patents (1976-2016). The task is: Predict the product of the given reaction. (1) Given the reactants [F:1][C:2]([F:17])([F:16])[C:3]1[CH:15]=[CH:14][C:6]([CH2:7][CH:8]2[CH2:13][CH2:12][NH:11][CH2:10][CH2:9]2)=[CH:5][CH:4]=1.[O:18]=[C:19]1[NH:23][C:22]2[CH:24]=[CH:25][C:26]([NH:28][C:29](=[O:33])[C:30](O)=[O:31])=[CH:27][C:21]=2[O:20]1, predict the reaction product. The product is: [O:31]=[C:30]([N:11]1[CH2:12][CH2:13][CH:8]([CH2:7][C:6]2[CH:5]=[CH:4][C:3]([C:2]([F:1])([F:16])[F:17])=[CH:15][CH:14]=2)[CH2:9][CH2:10]1)[C:29]([NH:28][C:26]1[CH:25]=[CH:24][C:22]2[NH:23][C:19](=[O:18])[O:20][C:21]=2[CH:27]=1)=[O:33]. (2) Given the reactants Br[C:2]1[C:3]([CH3:24])=[C:4]([N:9]([C:17]([O:19][C:20]([CH3:23])([CH3:22])[CH3:21])=[O:18])[C:10](=[O:16])[O:11][C:12]([CH3:15])([CH3:14])[CH3:13])[C:5]([F:8])=[CH:6][CH:7]=1.CC([O-])=O.[K+].[B:30]1([B:30]2[O:34][C:33]([CH3:36])([CH3:35])[C:32]([CH3:38])([CH3:37])[O:31]2)[O:34][C:33]([CH3:36])([CH3:35])[C:32]([CH3:38])([CH3:37])[O:31]1.O, predict the reaction product. The product is: [C:12]([O:11][C:10]([N:9]([C:4]1[C:5]([F:8])=[CH:6][CH:7]=[C:2]([B:30]2[O:34][C:33]([CH3:36])([CH3:35])[C:32]([CH3:38])([CH3:37])[O:31]2)[C:3]=1[CH3:24])[C:17](=[O:18])[O:19][C:20]([CH3:23])([CH3:22])[CH3:21])=[O:16])([CH3:15])([CH3:14])[CH3:13]. (3) Given the reactants Br[C:2]1[CH:3]=[C:4]([CH:8]=[C:9]([C:11]#[N:12])[CH:10]=1)[C:5]([OH:7])=[O:6].[F:13][C:14]1[CH:15]=[C:16](B(O)O)[CH:17]=[CH:18][CH:19]=1.C([O-])([O-])=O.[K+].[K+].Cl, predict the reaction product. The product is: [C:11]([C:9]1[CH:8]=[C:4]([CH:3]=[C:2]([C:18]2[CH:17]=[CH:16][CH:15]=[C:14]([F:13])[CH:19]=2)[CH:10]=1)[C:5]([OH:7])=[O:6])#[N:12]. (4) Given the reactants [Cl:1][C:2]1[C:3](I)=[N:4][CH:5]=[C:6]([Cl:8])[N:7]=1.[CH:10]1(B(O)O)[CH2:12][CH2:11]1.P([O-])([O-])([O-])=O.[K+].[K+].[K+].C1(C)C=CC=CC=1, predict the reaction product. The product is: [Cl:1][C:2]1[C:3]([CH:10]2[CH2:12][CH2:11]2)=[N:4][CH:5]=[C:6]([Cl:8])[N:7]=1. (5) Given the reactants IC.[C:3]([C:8]1[C:9](=[O:19])[O:10][C:11]2[C:16]([CH:17]=1)=[CH:15][CH:14]=[C:13]([OH:18])[CH:12]=2)(=[O:7])[CH2:4][CH2:5][CH3:6].[C:20](=O)([O-])[O-].[K+].[K+], predict the reaction product. The product is: [C:3]([C:8]1[C:9](=[O:19])[O:10][C:11]2[C:16]([CH:17]=1)=[CH:15][CH:14]=[C:13]([O:18][CH3:20])[CH:12]=2)(=[O:7])[CH2:4][CH2:5][CH3:6]. (6) Given the reactants [CH:1]([C:3]1[NH:7][C:6]([CH3:8])=[C:5]([C:9]([OH:11])=O)[C:4]=1[CH3:12])=[O:2].[CH3:13][N:14]([CH2:16][CH2:17][NH2:18])[CH3:15], predict the reaction product. The product is: [CH3:13][N:14]([CH3:15])[CH2:16][CH2:17][NH:18][C:9]([C:5]1[C:4]([CH3:12])=[C:3]([CH:1]=[O:2])[NH:7][C:6]=1[CH3:8])=[O:11]. (7) Given the reactants [CH:1]1([C:4]2[N:8]=[C:7]([C:9]3[C:10]4[CH2:27][CH2:26][CH2:25][C:11]=4[S:12][C:13]=3[NH:14][C:15]([C:17]3[CH2:21][CH2:20][CH2:19][C:18]=3[C:22]([OH:24])=[O:23])=[O:16])[O:6][N:5]=2)[CH2:3][CH2:2]1.[C:28]12C(=O)OC(=O)C=1CCCC2, predict the reaction product. The product is: [CH:1]1([C:4]2[N:8]=[C:7]([C:9]3[C:10]4[CH2:27][CH2:26][CH2:25][C:11]=4[S:12][C:13]=3[NH:14][C:15]([C:17]3[CH2:28][CH2:21][CH2:20][CH2:19][C:18]=3[C:22]([OH:24])=[O:23])=[O:16])[O:6][N:5]=2)[CH2:3][CH2:2]1. (8) Given the reactants [C:1]([C:5]1[NH:6][C:7]2[C:12]([CH:13]=1)=[C:11](F)[C:10]([N+:15]([O-:17])=[O:16])=[CH:9][CH:8]=2)([CH3:4])([CH3:3])[CH3:2].[C-:18]#[N:19].[K+].O, predict the reaction product. The product is: [C:1]([C:5]1[NH:6][C:7]2[CH:8]=[CH:9][C:10]([N+:15]([O-:17])=[O:16])=[C:11]([C:18]#[N:19])[C:12]=2[CH:13]=1)([CH3:4])([CH3:3])[CH3:2]. (9) Given the reactants O.[NH2:2][NH2:3].[CH3:4][O:5][C:6]1[CH:15]=[C:14]2[C:9]([C:10]([CH2:16][C:17]([C:19]3[CH:24]=[CH:23][CH:22]=[CH:21][N:20]=3)=O)=[CH:11][CH:12]=[N:13]2)=[CH:8][CH:7]=1.Cl, predict the reaction product. The product is: [CH3:4][O:5][C:6]1[CH:15]=[C:14]2[C:9]([C:10]([CH2:16][C:17](=[N:2][NH2:3])[C:19]3[CH:24]=[CH:23][CH:22]=[CH:21][N:20]=3)=[CH:11][CH:12]=[N:13]2)=[CH:8][CH:7]=1.